Dataset: Forward reaction prediction with 1.9M reactions from USPTO patents (1976-2016). Task: Predict the product of the given reaction. (1) Given the reactants [Cl:1][C:2]1[CH:3]=[CH:4][C:5]([O:12][CH2:13]C2C=CC=CC=2)=[C:6]([CH2:8][C:9]([NH2:11])=[O:10])[CH:7]=1.ClC1C=CC(OC)=C(CC(O)=O)C=1, predict the reaction product. The product is: [Cl:1][C:2]1[CH:3]=[CH:4][C:5]([O:12][CH3:13])=[C:6]([CH2:8][C:9]([NH2:11])=[O:10])[CH:7]=1. (2) Given the reactants ClC(Cl)(Cl)[C:3]([C:5]1[N:14]2[C:8]([CH2:9][N:10]([C:19]([C:21]3[CH:26]=[CH:25][C:24]([C:27]4[CH:32]=[CH:31][CH:30]=[CH:29][C:28]=4[CH3:33])=[C:23]([O:34][CH3:35])[CH:22]=3)=[O:20])[C:11]3[CH:18]=[CH:17][CH:16]=[CH:15][C:12]=3[CH2:13]2)=[CH:7][CH:6]=1)=[O:4].[F:38][C:39]([F:49])([F:48])[C:40]1[CH:47]=[CH:46][CH:45]=[CH:44][C:41]=1[CH2:42][NH2:43], predict the reaction product. The product is: [CH3:35][O:34][C:23]1[CH:22]=[C:21]([C:19]([N:10]2[C:11]3[CH:18]=[CH:17][CH:16]=[CH:15][C:12]=3[CH2:13][N:14]3[C:5]([C:3]([NH:43][CH2:42][C:41]4[CH:44]=[CH:45][CH:46]=[CH:47][C:40]=4[C:39]([F:48])([F:49])[F:38])=[O:4])=[CH:6][CH:7]=[C:8]3[CH2:9]2)=[O:20])[CH:26]=[CH:25][C:24]=1[C:27]1[CH:32]=[CH:31][CH:30]=[CH:29][C:28]=1[CH3:33].